Dataset: Reaction yield outcomes from USPTO patents with 853,638 reactions. Task: Predict the reaction yield, written as a fraction of the theoretical maximum amount of product (1.0 means a 100% yield; for example, 0.34 means a 34% yield). (1) The reactants are [CH2:1]=[C:2]1[C:14](=[O:15])[C:13]2[C:12]3[C:7](=[CH:8][CH:9]=[CH:10][CH:11]=3)[N:6]([CH2:16][C:17]3[CH:26]=[CH:25][C:20]([C:21]([O:23][CH3:24])=[O:22])=[CH:19][CH:18]=3)[C:5]=2[CH2:4][CH2:3]1.[NH:27]1[CH2:31][CH2:30][CH2:29][CH2:28]1. The catalyst is C1(C)C=CC=CC=1. The product is [O:15]=[C:14]1[C:13]2[C:12]3[C:7](=[CH:8][CH:9]=[CH:10][CH:11]=3)[N:6]([CH2:16][C:17]3[CH:18]=[CH:19][C:20]([C:21]([O:23][CH3:24])=[O:22])=[CH:25][CH:26]=3)[C:5]=2[CH2:4][CH2:3][CH:2]1[CH2:1][N:27]1[CH2:31][CH2:30][CH2:29][CH2:28]1. The yield is 0.830. (2) The reactants are C(O[C:4](=O)[NH:5][CH:6]1[CH2:11][CH2:10][CH2:9][CH2:8][CH:7]1[OH:12])C.[H-].[H-].[H-].[H-].[Li+].[Al+3]. The catalyst is C1COCC1. The product is [CH3:4][NH:5][CH:6]1[CH2:11][CH2:10][CH2:9][CH2:8][CH:7]1[OH:12]. The yield is 0.840. (3) The reactants are [CH3:1][O:2][C:3](=[O:23])/[C:4](/[C:16]1[CH:21]=[CH:20][C:19]([OH:22])=[CH:18][CH:17]=1)=[CH:5]\[C:6]1[CH:11]=[C:10]([O:12][CH3:13])[CH:9]=[C:8]([O:14][CH3:15])[CH:7]=1.[H-].[Na+].F[C:27]1[CH:34]=[CH:33][C:30]([CH:31]=[O:32])=[CH:29][CH:28]=1.O. The catalyst is CN(C=O)C. The product is [CH3:1][O:2][C:3](=[O:23])/[C:4](/[C:16]1[CH:17]=[CH:18][C:19]([O:22][C:27]2[CH:34]=[CH:33][C:30]([CH:31]=[O:32])=[CH:29][CH:28]=2)=[CH:20][CH:21]=1)=[CH:5]\[C:6]1[CH:7]=[C:8]([O:14][CH3:15])[CH:9]=[C:10]([O:12][CH3:13])[CH:11]=1. The yield is 0.740. (4) The reactants are [CH2:1]([S:3][C:4]1[CH:5]=[C:6]([C:26]([OH:28])=O)[C:7]2[NH:11][C:10]([NH:12][C:13]([C:15]3[N:16]=[CH:17][C:18]4[C:23]([CH:24]=3)=[CH:22][CH:21]=[CH:20][CH:19]=4)=[O:14])=[N:9][C:8]=2[CH:25]=1)[CH3:2].CN(C(ON1N=NC2C=CC=CC1=2)=[N+](C)C)C.F[P-](F)(F)(F)(F)F.CCN(C(C)C)C(C)C.S(O)(O)(=O)=O.[NH2:67][C:68]1[NH:69][CH:70]=[CH:71][N:72]=1. The catalyst is CN(C=O)C.[Cl-].[Na+].O. The product is [CH2:1]([S:3][C:4]1[CH:5]=[C:6]([C:26](=[O:28])[NH:67][C:68]2[NH:69][CH:70]=[CH:71][N:72]=2)[C:7]2[NH:11][C:10]([NH:12][C:13]([C:15]3[N:16]=[CH:17][C:18]4[C:23]([CH:24]=3)=[CH:22][CH:21]=[CH:20][CH:19]=4)=[O:14])=[N:9][C:8]=2[CH:25]=1)[CH3:2]. The yield is 0.710. (5) The reactants are [Cl:1][C:2]1[C:7]2[S:8][CH:9]=[CH:10][C:6]=2[N:5]=[CH:4][CH:3]=1.C([Li])CCC.Br[C:17]1[N:22]=[CH:21][C:20]([CH2:23][CH2:24][N:25]2[CH2:30][CH2:29][O:28][CH2:27][CH2:26]2)=[CH:19][CH:18]=1.[Cl-].[NH4+]. The yield is 1.00. The catalyst is C1COCC1.[Cl-].[Zn+2].[Cl-].C1C=CC([P]([Pd]([P](C2C=CC=CC=2)(C2C=CC=CC=2)C2C=CC=CC=2)([P](C2C=CC=CC=2)(C2C=CC=CC=2)C2C=CC=CC=2)[P](C2C=CC=CC=2)(C2C=CC=CC=2)C2C=CC=CC=2)(C2C=CC=CC=2)C2C=CC=CC=2)=CC=1. The product is [Cl:1][C:2]1[CH:3]=[CH:4][N:5]=[C:6]2[CH:10]=[C:9]([C:17]3[N:22]=[CH:21][C:20]([CH2:23][CH2:24][N:25]4[CH2:30][CH2:29][O:28][CH2:27][CH2:26]4)=[CH:19][CH:18]=3)[S:8][C:7]=12. (6) The reactants are [Br:1][C:2]1[CH:7]=[CH:6][C:5]([F:8])=[CH:4][C:3]=1[C:9]1[NH:13][N:12]=[N:11][N:10]=1.IC.[C:16](=O)([O-])[O-].[K+].[K+]. The catalyst is CN(C)C=O. The product is [Br:1][C:2]1[CH:7]=[CH:6][C:5]([F:8])=[CH:4][C:3]=1[C:9]1[N:10]=[N:11][N:12]([CH3:16])[N:13]=1. The yield is 0.610. (7) The reactants are [F:1][C:2]([F:22])([F:21])[C:3]1[CH:4]=[C:5]([C:9]2[CH:14]=[C:13]([CH:15]([F:17])[F:16])[N:12]3[N:18]=[CH:19][CH:20]=[C:11]3[N:10]=2)[CH:6]=[CH:7][CH:8]=1.C([O-])(=O)C.[Na+].[I:28]Cl. The catalyst is C(O)(=O)C.O. The product is [I:28][C:20]1[CH:19]=[N:18][N:12]2[C:13]([CH:15]([F:16])[F:17])=[CH:14][C:9]([C:5]3[CH:6]=[CH:7][CH:8]=[C:3]([C:2]([F:21])([F:1])[F:22])[CH:4]=3)=[N:10][C:11]=12. The yield is 0.950. (8) The reactants are [CH3:1][C:2]1[N:10]=[CH:9][CH:8]=[C:7]([CH3:11])[C:3]=1[C:4]([OH:6])=O.[NH2:12][CH2:13][C:14]1[CH:15]=[C:16]([CH:39]=[CH:40][CH:41]=1)[CH2:17][N:18]([CH2:29][C:30]1[NH:34][C:33]2[CH:35]=[CH:36][CH:37]=[CH:38][C:32]=2[N:31]=1)[CH:19]1[C:28]2[N:27]=[CH:26][CH:25]=[CH:24][C:23]=2[CH2:22][CH2:21][CH2:20]1.CCN(CC)CC. The catalyst is O=S(Cl)Cl.CN(C1C=CN=CC=1)C. The product is [NH:31]1[C:32]2[CH:38]=[CH:37][CH:36]=[CH:35][C:33]=2[N:34]=[C:30]1[CH2:29][N:18]([CH2:17][C:16]1[CH:15]=[C:14]([CH:41]=[CH:40][CH:39]=1)[CH2:13][NH:12][C:4](=[O:6])[C:3]1[C:7]([CH3:11])=[CH:8][CH:9]=[N:10][C:2]=1[CH3:1])[CH:19]1[C:28]2[N:27]=[CH:26][CH:25]=[CH:24][C:23]=2[CH2:22][CH2:21][CH2:20]1. The yield is 0.430. (9) The reactants are B1([C:10]2[CH:15]=[CH:14][CH:13]=[C:12]([S:16]([NH2:19])(=[O:18])=[O:17])[CH:11]=2)OC(C)(C)C(C)(C)O1.I[C:21]1[C:29]2[C:24](=[N:25][CH:26]=[N:27][C:28]=2[NH2:30])[N:23]([CH:31]([CH3:33])[CH3:32])[N:22]=1.C([O-])([O-])=O.[Na+].[Na+]. The catalyst is CCO.COCCOC.C1C=CC([P]([Pd]([P](C2C=CC=CC=2)(C2C=CC=CC=2)C2C=CC=CC=2)([P](C2C=CC=CC=2)(C2C=CC=CC=2)C2C=CC=CC=2)[P](C2C=CC=CC=2)(C2C=CC=CC=2)C2C=CC=CC=2)(C2C=CC=CC=2)C2C=CC=CC=2)=CC=1. The product is [NH2:30][C:28]1[N:27]=[CH:26][N:25]=[C:24]2[N:23]([CH:31]([CH3:33])[CH3:32])[N:22]=[C:21]([C:10]3[CH:11]=[C:12]([S:16]([NH2:19])(=[O:17])=[O:18])[CH:13]=[CH:14][CH:15]=3)[C:29]=12. The yield is 0.280. (10) The reactants are FC(F)(F)S(O[C:7]1[CH:12]=[CH:11][C:10]([N:13]2[CH:18]=[C:17]([O:19][CH3:20])[C:16](=[O:21])[C:15]([C:22]3[N:26]([C:27]4[CH:32]=[CH:31][CH:30]=[CH:29][CH:28]=4)[N:25]=[CH:24][CH:23]=3)=[N:14]2)=[C:9]([F:33])[CH:8]=1)(=O)=O.[CH3:36][N:37]1[CH:41]=[C:40](B2OC(C)(C)C(C)(C)O2)[CH:39]=[N:38]1.C([O-])([O-])=O.[Na+].[Na+].COCCOC. The catalyst is C1C=CC([P]([Pd]([P](C2C=CC=CC=2)(C2C=CC=CC=2)C2C=CC=CC=2)([P](C2C=CC=CC=2)(C2C=CC=CC=2)C2C=CC=CC=2)[P](C2C=CC=CC=2)(C2C=CC=CC=2)C2C=CC=CC=2)(C2C=CC=CC=2)C2C=CC=CC=2)=CC=1.O. The product is [F:33][C:9]1[CH:8]=[C:7]([C:40]2[CH:39]=[N:38][N:37]([CH3:36])[CH:41]=2)[CH:12]=[CH:11][C:10]=1[N:13]1[CH:18]=[C:17]([O:19][CH3:20])[C:16](=[O:21])[C:15]([C:22]2[N:26]([C:27]3[CH:32]=[CH:31][CH:30]=[CH:29][CH:28]=3)[N:25]=[CH:24][CH:23]=2)=[N:14]1. The yield is 0.810.